From a dataset of HIV replication inhibition screening data with 41,000+ compounds from the AIDS Antiviral Screen. Binary Classification. Given a drug SMILES string, predict its activity (active/inactive) in a high-throughput screening assay against a specified biological target. (1) The drug is CC12CCC3C(CCC4CC(CC=C(c5cc(Cl)c(O)c(C(=O)O)c5)c5cc(Cl)c(O)c(C(=O)O)c5)CCC43C)C1CCC2CC=C(c1cc(Cl)c(O)c(C(=O)O)c1)c1cc(Cl)c(O)c(C(=O)O)c1.N. The result is 1 (active). (2) The drug is O=S(=O)(NN=Cc1cccc(C=NNS(=O)(=O)c2ccccc2)c1)c1ccccc1. The result is 0 (inactive). (3) The drug is Nc1nc(-c2ccccc2)nc2oc(-c3cccs3)nc12. The result is 0 (inactive). (4) The compound is CC(C)(C)OC(=O)NC(Cc1c[nH]cn1)C(=O)N1CCCC1C(N)=O. The result is 0 (inactive). (5) The compound is CCOc1ccc2nc3nc(O)nc(C)c3c(NC(C)(CO)CO)c2c1. The result is 0 (inactive). (6) The molecule is O=C1CSC(c2cccc(Cl)c2)N1c1ccc(-c2ccc(-n3c(-c4ccccc4)nc4ccccc4c3=O)cc2)cc1. The result is 0 (inactive). (7) The drug is CC1CC(c2ccc([N+](=O)[O-])cc2)=Nc2ccccc2S1. The result is 0 (inactive). (8) The compound is Cc1sc2c(c1C)c(=O)[nH]c1c(C#N)c(-c3ccc(Cl)cc3)cn12. The result is 0 (inactive).